This data is from Peptide-MHC class II binding affinity with 134,281 pairs from IEDB. The task is: Regression. Given a peptide amino acid sequence and an MHC pseudo amino acid sequence, predict their binding affinity value. This is MHC class II binding data. (1) The peptide sequence is QLVPKLDEVYNAAYN. The MHC is DRB1_0405 with pseudo-sequence DRB1_0405. The binding affinity (normalized) is 0.176. (2) The peptide sequence is YWKFLANVSTVLTGK. The MHC is DRB1_0405 with pseudo-sequence DRB1_0405. The binding affinity (normalized) is 0.768. (3) The peptide sequence is YDKFLANSSTVLTGK. The MHC is DRB1_0101 with pseudo-sequence DRB1_0101. The binding affinity (normalized) is 0.834.